This data is from Full USPTO retrosynthesis dataset with 1.9M reactions from patents (1976-2016). The task is: Predict the reactants needed to synthesize the given product. (1) Given the product [CH2:12]([O:19][C@@H:20]1[C@@H:32]([O:33][CH2:34][C:35]2[CH:40]=[CH:39][CH:38]=[CH:37][CH:36]=2)[C@H:31]([O:41][CH2:42][C:43]2[CH:44]=[CH:45][CH:46]=[CH:47][CH:48]=2)[C@@H:30]([CH2:49][O:50][CH2:51][C:52]2[CH:53]=[CH:54][CH:55]=[CH:56][CH:57]=2)[O:29][C@H:21]1[C:6]1[CH:7]=[C:2]([Br:1])[C:3]([O:10][CH3:11])=[CH:4][C:5]=1[O:8][CH3:9])[C:13]1[CH:14]=[CH:15][CH:16]=[CH:17][CH:18]=1, predict the reactants needed to synthesize it. The reactants are: [Br:1][C:2]1[CH:7]=[CH:6][C:5]([O:8][CH3:9])=[CH:4][C:3]=1[O:10][CH3:11].[CH2:12]([O:19][C@@H:20]1[C@@H:32]([O:33][CH2:34][C:35]2[CH:40]=[CH:39][CH:38]=[CH:37][CH:36]=2)[C@H:31]([O:41][CH2:42][C:43]2[CH:48]=[CH:47][CH:46]=[CH:45][CH:44]=2)[C@@H:30]([CH2:49][O:50][CH2:51][C:52]2[CH:57]=[CH:56][CH:55]=[CH:54][CH:53]=2)[O:29][C@@H:21]1OC(=O)C(F)(F)F)[C:13]1[CH:18]=[CH:17][CH:16]=[CH:15][CH:14]=1.O. (2) The reactants are: [CH3:1][N:2]1[CH:6]=[CH:5][C:4]([NH2:7])=[N:3]1.[C:8]([O:12][C:13]([C:15]1[CH:35]=[CH:34][C:18]([O:19][C:20]2[C:25]3[CH2:26][C:27]([CH3:30])([CH3:29])[O:28][C:24]=3[CH:23]=[C:22]([C:31](O)=[O:32])[CH:21]=2)=[CH:17][C:16]=1[F:36])=[O:14])([CH3:11])([CH3:10])[CH3:9]. Given the product [C:8]([O:12][C:13](=[O:14])[C:15]1[CH:35]=[CH:34][C:18]([O:19][C:20]2[C:25]3[CH2:26][C:27]([CH3:29])([CH3:30])[O:28][C:24]=3[CH:23]=[C:22]([C:31](=[O:32])[NH:7][C:4]3[CH:5]=[CH:6][N:2]([CH3:1])[N:3]=3)[CH:21]=2)=[CH:17][C:16]=1[F:36])([CH3:9])([CH3:10])[CH3:11], predict the reactants needed to synthesize it. (3) Given the product [CH2:25]=[C:26]1[CH2:28][C:13]([N+:10]([O-:12])=[O:11])=[C:14]([C:16]2[CH:21]=[C:20]([F:22])[CH:19]=[CH:18][C:17]=2[F:23])[O:15][CH2:27]1, predict the reactants needed to synthesize it. The reactants are: C(N(CC)C(C)C)(C)C.[N+:10]([CH2:13][C:14]([C:16]1[CH:21]=[C:20]([F:22])[CH:19]=[CH:18][C:17]=1[F:23])=[O:15])([O-:12])=[O:11].I[CH2:25][C:26]([CH2:28]I)=[CH2:27]. (4) Given the product [CH:35]([N:36]1[CH2:37][CH2:38][N:39]([NH:51][C:26]([C@@H:15]2[CH2:16][C@H:17]([O:19][C:20]3[CH:21]=[CH:22][CH:23]=[CH:24][CH:25]=3)[CH2:18][N:14]2[S:11]([C:5]2[CH:6]=[CH:7][C:8]([O:9][CH3:10])=[C:3]([O:2][CH3:1])[CH:4]=2)(=[O:13])=[O:12])=[O:28])[CH2:40][CH2:41]1)([C:29]1[CH:30]=[CH:31][CH:32]=[CH:33][CH:34]=1)[C:42]1[CH:47]=[CH:46][CH:45]=[CH:44][CH:43]=1, predict the reactants needed to synthesize it. The reactants are: [CH3:1][O:2][C:3]1[CH:4]=[C:5]([S:11]([N:14]2[CH2:18][C@@H:17]([O:19][C:20]3[CH:25]=[CH:24][CH:23]=[CH:22][CH:21]=3)[CH2:16][C@H:15]2[C:26]([OH:28])=O)(=[O:13])=[O:12])[CH:6]=[CH:7][C:8]=1[O:9][CH3:10].[C:29]1([CH:35]([C:42]2[CH:47]=[CH:46][CH:45]=[CH:44][CH:43]=2)[N:36]2[CH2:41][CH2:40][NH:39][CH2:38][CH2:37]2)[CH:34]=[CH:33][CH:32]=[CH:31][CH:30]=1.C([N:51](CC)C(C)C)(C)C.C1CN([P+](ON2N=NC3C=CC=CC2=3)(N2CCCC2)N2CCCC2)CC1.F[P-](F)(F)(F)(F)F. (5) Given the product [Cl-:21].[NH2:9][C:10]([CH3:20])([CH3:19])[CH2:11][N+:12]1([CH3:18])[CH2:13][CH2:14][O:15][CH2:16][CH2:17]1, predict the reactants needed to synthesize it. The reactants are: [I-].C(OC([NH:9][C:10]([CH3:20])([CH3:19])[CH2:11][N+:12]1([CH3:18])[CH2:17][CH2:16][O:15][CH2:14][CH2:13]1)=O)(C)(C)C.[ClH:21].